This data is from Reaction yield outcomes from USPTO patents with 853,638 reactions. The task is: Predict the reaction yield, written as a fraction of the theoretical maximum amount of product (1.0 means a 100% yield; for example, 0.34 means a 34% yield). (1) The reactants are [C:1]([NH:11][C@H:12]([C:16]([OH:18])=[O:17])[CH:13]([CH3:15])[CH3:14])([O:3][CH2:4][C:5]1[CH:10]=[CH:9][CH:8]=[CH:7][CH:6]=1)=[O:2].[OH:19][C:20]1[CH:25]=[CH:24][CH:23]=[C:22](O)[CH:21]=1. The catalyst is CN(C)C1C=CN=CC=1.CN(C=O)C. The product is [C:1]([NH:11][C@H:12]([C:16]([O:18][C:22]1[CH:21]=[C:20]([OH:19])[CH:25]=[CH:24][CH:23]=1)=[O:17])[CH:13]([CH3:14])[CH3:15])([O:3][CH2:4][C:5]1[CH:10]=[CH:9][CH:8]=[CH:7][CH:6]=1)=[O:2]. The yield is 0.790. (2) The reactants are [Br:1][C:2]1[CH:3]=[C:4](OC)[C:5]([OH:10])=[C:6]([CH:9]=1)[CH:7]=O.[C:13]([O-])([O-])=O.[K+].[K+].C(N(CC)CC)C.[F:26][C:27]([F:36])([F:35])/[CH:28]=[CH:29]/[C:30]([O:32][CH2:33][CH3:34])=[O:31].Cl. The catalyst is CS(C)=O. The product is [Br:1][C:2]1[CH:9]=[C:6]2[C:5](=[C:4]([CH3:13])[CH:3]=1)[O:10][CH:28]([C:27]([F:35])([F:36])[F:26])[C:29]([C:30]([O:32][CH2:33][CH3:34])=[O:31])=[CH:7]2. The yield is 0.680. (3) The reactants are [F:1][C:2]1[CH:3]=[C:4]([CH:8]=[C:9]([O:11][C:12]2[CH:13]=[N:14][CH:15]=[N:16][CH:17]=2)[CH:10]=1)[C:5]([OH:7])=O.[CH3:18][C:19]1[N:20]=[C:21]([NH2:24])[S:22][CH:23]=1.F[P-](F)(F)(F)(F)F.N1(OC(N(C)C)=[N+](C)C)C2N=CC=CC=2N=N1.CCN(C(C)C)C(C)C. The catalyst is C(Cl)Cl.CN(C=O)C. The product is [F:1][C:2]1[CH:3]=[C:4]([CH:8]=[C:9]([O:11][C:12]2[CH:13]=[N:14][CH:15]=[N:16][CH:17]=2)[CH:10]=1)[C:5]([NH:24][C:21]1[S:22][CH:23]=[C:19]([CH3:18])[N:20]=1)=[O:7]. The yield is 0.510. (4) The reactants are C([O:4][CH2:5][C:6]1[C:7]([N:33]2[CH2:45][CH2:44][N:36]3[C:37]4[CH2:38][CH2:39][CH2:40][CH2:41][C:42]=4[CH:43]=[C:35]3[C:34]2=[O:46])=[N:8][CH:9]=[CH:10][C:11]=1[C:12]1[CH:17]=[C:16]([NH:18][C:19]2[CH:30]=[C:22]3[CH2:23][N:24]([C:27](=[O:29])[CH3:28])[CH2:25][CH2:26][N:21]3[N:20]=2)[C:15](=[O:31])[N:14]([CH3:32])[CH:13]=1)(=O)C.[OH-].[Li+]. The catalyst is C(O)(C)C.C1COCC1.O. The product is [C:27]([N:24]1[CH2:25][CH2:26][N:21]2[N:20]=[C:19]([NH:18][C:16]3[C:15](=[O:31])[N:14]([CH3:32])[CH:13]=[C:12]([C:11]4[CH:10]=[CH:9][N:8]=[C:7]([N:33]5[CH2:45][CH2:44][N:36]6[C:37]7[CH2:38][CH2:39][CH2:40][CH2:41][C:42]=7[CH:43]=[C:35]6[C:34]5=[O:46])[C:6]=4[CH2:5][OH:4])[CH:17]=3)[CH:30]=[C:22]2[CH2:23]1)(=[O:29])[CH3:28]. The yield is 0.530. (5) The reactants are [NH2:1][CH2:2][CH:3]([C:5]1[CH:10]=[CH:9][CH:8]=[CH:7][CH:6]=1)[CH3:4].C(N(CC)CC)C.[C:18](Cl)(=[O:25])[C:19]1[CH:24]=[CH:23][CH:22]=[CH:21][CH:20]=1. The catalyst is C(Cl)(Cl)Cl. The product is [C:5]1([CH:3]([CH3:4])[CH2:2][NH:1][C:18](=[O:25])[C:19]2[CH:24]=[CH:23][CH:22]=[CH:21][CH:20]=2)[CH:10]=[CH:9][CH:8]=[CH:7][CH:6]=1. The yield is 0.950. (6) The reactants are [CH3:1][C:2]1[CH:10]=[CH:9][C:5]([C:6]([OH:8])=[O:7])=[CH:4][CH:3]=1.C(OOC(=O)C1C=CC=CC=1)(=O)C1C=CC=CC=1.[Br:29]N1C(=O)CCC1=O. The catalyst is C1C=CC=CC=1. The product is [Br:29][CH2:1][C:2]1[CH:10]=[CH:9][C:5]([C:6]([OH:8])=[O:7])=[CH:4][CH:3]=1. The yield is 0.779.